Task: Predict the reactants needed to synthesize the given product.. Dataset: Full USPTO retrosynthesis dataset with 1.9M reactions from patents (1976-2016) (1) Given the product [Br:1][C:2]1[CH:3]=[CH:4][C:5]([N:8]2[CH2:13][CH2:12][CH:11]([C:22]3[CH:27]=[CH:26][CH:25]=[CH:24][C:23]=3[C:28]([F:31])([F:30])[F:29])[CH2:10][CH2:9]2)=[N:6][CH:7]=1, predict the reactants needed to synthesize it. The reactants are: [Br:1][C:2]1[CH:3]=[CH:4][C:5]([N:8]2[CH2:13][CH2:12][CH:11](O)[CH2:10][CH2:9]2)=[N:6][CH:7]=1.CC(C)([O-])C.[K+].F[C:22]1[CH:27]=[CH:26][CH:25]=[CH:24][C:23]=1[C:28]([F:31])([F:30])[F:29]. (2) Given the product [F:20][C:17]1([F:21])[CH2:18][CH2:19][CH:14]([C:12]([OH:13])=[O:24])[CH2:15][CH2:16]1, predict the reactants needed to synthesize it. The reactants are: O=CC[C@H](N[C:12]([CH:14]1[CH2:19][CH2:18][C:17]([F:21])([F:20])[CH2:16][CH2:15]1)=[O:13])C1C=CC=CC=1.C(O[BH-](OC(=O)C)OC(=O)C)(=[O:24])C.[Na+].C(N(CC)CC)C. (3) Given the product [F:46][C:22]1[C:21]([C:2]2[CH:3]=[CH:4][CH:5]=[CH:6][N:1]=2)=[CH:30][C:29]2[N:28]([CH2:31][C:32]([F:34])([F:35])[F:33])[C:27](=[O:36])[C:26]3[CH2:37][N:38]([CH:40]4[CH2:45][CH2:44][CH2:43][CH2:42][O:41]4)[NH:39][C:25]=3[C:24]=2[CH:23]=1, predict the reactants needed to synthesize it. The reactants are: [N:1]1[CH:6]=[CH:5][CH:4]=[CH:3][C:2]=1[Sn](CCCC)(CCCC)CCCC.Cl[C:21]1[C:22]([F:46])=[CH:23][C:24]2[C:25]3[NH:39][N:38]([CH:40]4[CH2:45][CH2:44][CH2:43][CH2:42][O:41]4)[CH2:37][C:26]=3[C:27](=[O:36])[N:28]([CH2:31][C:32]([F:35])([F:34])[F:33])[C:29]=2[CH:30]=1.C([O-])(O)=O.[Na+]. (4) Given the product [BrH:11].[BrH:11].[Br:11][CH2:9][C:8]([C:3]1[C:2]([CH3:1])=[N:7][CH:6]=[CH:5][N:4]=1)=[O:10], predict the reactants needed to synthesize it. The reactants are: [CH3:1][C:2]1[C:3]([C:8](=[O:10])[CH3:9])=[N:4][CH:5]=[CH:6][N:7]=1.[BrH:11].BrBr. (5) Given the product [CH3:49][C:48]1[C:43]2[C:42](=[O:50])[NH:41][C:40]([C:38]([NH:37][CH2:36][C:32]3[CH:33]=[CH:34][CH:35]=[C:30]([CH2:29][NH:28][C:72]([C:69]4[N:70]=[CH:71][N:67]([C:66]([C:60]5[CH:65]=[CH:64][CH:63]=[CH:62][CH:61]=5)([C:75]5[CH:76]=[CH:77][CH:78]=[CH:79][CH:80]=5)[C:81]5[CH:86]=[CH:85][CH:84]=[CH:83][CH:82]=5)[N:68]=4)=[O:73])[CH:31]=3)=[O:39])=[N:45][C:44]=2[S:46][CH:47]=1, predict the reactants needed to synthesize it. The reactants are: Cl.NCC1C=C(CNC(C2NC(=O)C3C(=CC=C(C#N)C=3)N=2)=O)C=CC=1.Cl.[NH2:28][CH2:29][C:30]1[CH:31]=[C:32]([CH2:36][NH:37][C:38]([C:40]2[NH:41][C:42](=[O:50])[C:43]3[C:48]([CH3:49])=[CH:47][S:46][C:44]=3[N:45]=2)=[O:39])[CH:33]=[CH:34][CH:35]=1.N1C=NC(CC(O)=O)=N1.[C:60]1([C:66]([C:81]2[CH:86]=[CH:85][CH:84]=[CH:83][CH:82]=2)([C:75]2[CH:80]=[CH:79][CH:78]=[CH:77][CH:76]=2)[N:67]2[CH:71]=[N:70][C:69]([C:72](O)=[O:73])=[N:68]2)[CH:65]=[CH:64][CH:63]=[CH:62][CH:61]=1. (6) The reactants are: [S-2:1].[Na+].[Na+].[O-]CC.[Na+].[C:8]1([C:14]#[C:15][C:16](=[O:30])[C:17]#[C:18][C:19]2[N:23]([C:24]3[CH:29]=[CH:28][CH:27]=[CH:26][CH:25]=3)[N:22]=[CH:21][CH:20]=2)[CH:13]=[CH:12][CH:11]=[CH:10][CH:9]=1. Given the product [C:8]1([C:14]2[S:1][C:18]([C:19]3[N:23]([C:24]4[CH:25]=[CH:26][CH:27]=[CH:28][CH:29]=4)[N:22]=[CH:21][CH:20]=3)=[CH:17][C:16](=[O:30])[CH:15]=2)[CH:13]=[CH:12][CH:11]=[CH:10][CH:9]=1, predict the reactants needed to synthesize it. (7) The reactants are: Br[C:2]1[N:11]=[C:10]([C:12]([NH:14][CH2:15][C:16]2[CH:21]=[CH:20][C:19]([F:22])=[CH:18][CH:17]=2)=[O:13])[C:9]([OH:23])=[C:8]2[C:3]=1[CH:4]=[CH:5][CH:6]=[N:7]2.[SH:24][CH2:25][C:26]([OH:28])=[O:27].C(N(CC)CC)C.Cl. Given the product [F:22][C:19]1[CH:20]=[CH:21][C:16]([CH2:15][NH:14][C:12]([C:10]2[C:9]([OH:23])=[C:8]3[C:3]([CH:4]=[CH:5][CH:6]=[N:7]3)=[C:2]([S:24][CH2:25][C:26]([OH:28])=[O:27])[N:11]=2)=[O:13])=[CH:17][CH:18]=1, predict the reactants needed to synthesize it. (8) Given the product [CH3:3][O:4][C:5](=[O:23])[C:6]1[CH:11]=[CH:10][C:9]([CH3:12])=[N:8][C:7]=1[NH:13][C:14]1[CH:19]=[CH:18][CH:17]=[C:16]([N+:20]([O-:22])=[O:21])[CH:15]=1, predict the reactants needed to synthesize it. The reactants are: C([CH2:3][O:4][C:5](=[O:23])[C:6]1[CH:11]=[CH:10][C:9]([CH3:12])=[N:8][C:7]=1[NH:13][C:14]1[CH:19]=[CH:18][CH:17]=[C:16]([N+:20]([O-:22])=[O:21])[CH:15]=1)#N.C(N(CC)CC)C. (9) The reactants are: [C:1]([C:3]1[C:12]2[C:7](=[CH:8][C:9]([C:13]3[CH:14]=[C:15]([CH:22]=[CH:23][C:24]=3[CH3:25])[C:16]([NH:18][CH:19]3[CH2:21][CH2:20]3)=[O:17])=[CH:10][CH:11]=2)[CH:6]=[N:5][N:4]=1)#[N:2].[OH-:26].[K+].CN(C(ON1N=N[C:38]2[CH:39]=CC=N[C:37]1=2)=[N+](C)C)C.F[P-](F)(F)(F)(F)F.C(N)(C)C. Given the product [CH:19]1([NH:18][C:16]([C:15]2[CH:22]=[CH:23][C:24]([CH3:25])=[C:13]([C:9]3[CH:8]=[C:7]4[C:12](=[CH:11][CH:10]=3)[C:3]([C:1]([NH:2][CH:38]([CH3:39])[CH3:37])=[O:26])=[N:4][N:5]=[CH:6]4)[CH:14]=2)=[O:17])[CH2:20][CH2:21]1, predict the reactants needed to synthesize it.